This data is from Reaction yield outcomes from USPTO patents with 853,638 reactions. The task is: Predict the reaction yield, written as a fraction of the theoretical maximum amount of product (1.0 means a 100% yield; for example, 0.34 means a 34% yield). (1) The reactants are [F:1][C:2]1[CH:7]=[CH:6][C:5]([C:8]2[N:12]=[N:11][N:10]([CH3:13])[C:9]=2[CH2:14][O:15][C:16]2[CH:24]=[CH:23][C:19]([C:20]([OH:22])=O)=[CH:18][N:17]=2)=[CH:4][CH:3]=1.[NH2:25][CH2:26][CH:27]([OH:32])[C:28]([F:31])([F:30])[F:29]. No catalyst specified. The product is [F:1][C:2]1[CH:7]=[CH:6][C:5]([C:8]2[N:12]=[N:11][N:10]([CH3:13])[C:9]=2[CH2:14][O:15][C:16]2[CH:24]=[CH:23][C:19]([C:20]([NH:25][CH2:26][CH:27]([OH:32])[C:28]([F:31])([F:30])[F:29])=[O:22])=[CH:18][N:17]=2)=[CH:4][CH:3]=1. The yield is 0.760. (2) The catalyst is CO. The product is [CH3:1][O:2][C:3]1[C:4]([C:13]([OH:15])=[O:14])=[CH:5][C:6]2[C:11]([CH:12]=1)=[CH:10][CH:9]=[CH:8][CH:7]=2. The reactants are [CH3:1][O:2][C:3]1[C:4]([C:13]([O:15]C)=[O:14])=[CH:5][C:6]2[C:11]([CH:12]=1)=[CH:10][CH:9]=[CH:8][CH:7]=2.O.[OH-].[Na+].C(O)(=O)CC(CC(O)=O)(C(O)=O)O. The yield is 0.920. (3) The reactants are [Br:1][C:2]1[CH:7]=[CH:6][C:5](Br)=[CH:4][N:3]=1.C([Mg]Cl)(C)C.CN(C)[CH:16]=[O:17].O. The catalyst is O1CCCC1. The product is [Br:1][C:2]1[CH:7]=[CH:6][C:5]([CH:16]=[O:17])=[CH:4][N:3]=1. The yield is 0.660.